This data is from Full USPTO retrosynthesis dataset with 1.9M reactions from patents (1976-2016). The task is: Predict the reactants needed to synthesize the given product. (1) The reactants are: FC(F)(F)C(O)=O.[NH2:8][C:9]1[C:14]([C:15]([C:17]2[CH:22]=[C:21]([F:23])[CH:20]=[CH:19][C:18]=2[O:24][CH3:25])=[O:16])=[CH:13][N:12]=[C:11]([NH:26][CH:27]2[CH2:32][CH2:31][NH:30][CH2:29][CH2:28]2)[N:10]=1.[C:33](Cl)(=[O:37])[CH2:34][CH2:35][CH3:36]. Given the product [NH2:8][C:9]1[C:14]([C:15](=[O:16])[C:17]2[CH:22]=[C:21]([F:23])[CH:20]=[CH:19][C:18]=2[O:24][CH3:25])=[CH:13][N:12]=[C:11]([NH:26][CH:27]2[CH2:28][CH2:29][N:30]([C:33](=[O:37])[CH2:34][CH2:35][CH3:36])[CH2:31][CH2:32]2)[N:10]=1, predict the reactants needed to synthesize it. (2) Given the product [CH3:12][C:11]1([CH3:13])[N:8]([C:5]2[CH:6]=[CH:7][C:2]([NH:1][S:33]([CH3:32])(=[O:35])=[O:34])=[CH:3][CH:4]=2)[N:9]([CH:15]2[CH:16]3[CH2:24][CH:20]4[CH2:19][CH:18]([CH2:23][CH:22]2[CH2:21]4)[CH2:17]3)[C:10]1=[O:14], predict the reactants needed to synthesize it. The reactants are: [NH2:1][C:2]1[CH:7]=[CH:6][C:5]([N:8]2[C:11]([CH3:13])([CH3:12])[C:10](=[O:14])[N:9]2[CH:15]2[CH:22]3[CH2:23][CH:18]4[CH2:19][CH:20]([CH2:24][CH:16]2[CH2:17]4)[CH2:21]3)=[CH:4][CH:3]=1.C(N(CC)CC)C.[CH3:32][S:33](Cl)(=[O:35])=[O:34].O. (3) Given the product [F:36][C:21]([F:20])([F:35])[C:22]([N:24]1[CH2:29][C:28]2([CH2:34][CH2:33][N:32]([CH2:4][C:3]3[CH:6]=[CH:7][CH:8]=[C:9]([CH2:10][CH2:11][OH:12])[C:2]=3[F:1])[CH2:31][CH2:30]2)[O:27][CH2:26][CH2:25]1)=[O:23], predict the reactants needed to synthesize it. The reactants are: [F:1][C:2]1[C:9]([CH2:10][CH2:11][OH:12])=[CH:8][CH:7]=[CH:6][C:3]=1[CH:4]=O.FC(F)(F)C(O)=O.[F:20][C:21]([F:36])([F:35])[C:22]([N:24]1[CH2:29][C:28]2([CH2:34][CH2:33][NH:32][CH2:31][CH2:30]2)[O:27][CH2:26][CH2:25]1)=[O:23].C(O[BH-](OC(=O)C)OC(=O)C)(=O)C.[Na+].C(=O)([O-])O.[Na+]. (4) Given the product [F:35][C:2]([F:1])([F:34])[C:3]1[CH:4]=[C:5]([CH:27]=[C:28]([C:30]([F:33])([F:32])[F:31])[CH:29]=1)[C:6]([N:8]1[CH2:26][CH2:25][C:11]2([N:15]([C:16]3[CH:21]=[CH:20][CH:19]=[CH:18][C:17]=3[CH3:22])[C:14](=[O:23])[N:13]([CH2:37][CH2:38][N:39]3[CH2:44][CH2:43][O:42][CH2:41][CH2:40]3)[C:12]2=[O:24])[CH2:10][CH2:9]1)=[O:7], predict the reactants needed to synthesize it. The reactants are: [F:1][C:2]([F:35])([F:34])[C:3]1[CH:4]=[C:5]([CH:27]=[C:28]([C:30]([F:33])([F:32])[F:31])[CH:29]=1)[C:6]([N:8]1[CH2:26][CH2:25][C:11]2([N:15]([C:16]3[CH:21]=[CH:20][CH:19]=[CH:18][C:17]=3[CH3:22])[C:14](=[O:23])[NH:13][C:12]2=[O:24])[CH2:10][CH2:9]1)=[O:7].O[CH2:37][CH2:38][N:39]1[CH2:44][CH2:43][O:42][CH2:41][CH2:40]1.